This data is from Reaction yield outcomes from USPTO patents with 853,638 reactions. The task is: Predict the reaction yield, written as a fraction of the theoretical maximum amount of product (1.0 means a 100% yield; for example, 0.34 means a 34% yield). (1) The reactants are Cl[C:2]1[C:11]2[C:6](=[CH:7][C:8](OCC3CCN(CCS(C)(=O)=O)CC3)=[C:9](OC)[CH:10]=2)[N:5]=[CH:4][N:3]=1.OC1C=C2C(=CC=1)NC(C)=C2.C(=O)([O-])[O-].[K+].[K+]. The catalyst is CN(C=O)C. The product is [N:5]1[C:6]2[C:11](=[CH:10][CH:9]=[CH:8][CH:7]=2)[CH:2]=[N:3][CH:4]=1. The yield is 0.410. (2) The reactants are [C:1]([O:4][CH2:5][CH3:6])(=[O:3])[CH3:2].CCCCCC.C[Si]([N-][Si](C)(C)C)(C)C.[Li+].[N+:23]([C:26]1[CH:33]=[CH:32][C:29]([CH:30]=[O:31])=[CH:28][CH:27]=1)([O-:25])=[O:24].[Cl-].[NH4+]. The catalyst is O1CCCC1. The product is [OH:31][CH:30]([C:29]1[CH:28]=[CH:27][C:26]([N+:23]([O-:25])=[O:24])=[CH:33][CH:32]=1)[CH2:2][C:1]([O:4][CH2:5][CH3:6])=[O:3]. The yield is 0.540. (3) The reactants are [C:1]([C:5]1[O:9][N:8]=[C:7]([NH:10][C:11]([NH:13][C:14]2[CH:19]=[CH:18][CH:17]=[C:16]([OH:20])[CH:15]=2)=[O:12])[CH:6]=1)([CH3:4])([CH3:3])[CH3:2].Cl[C:22]1[C:31]2[C:26](=[CH:27][C:28]([O:34][CH2:35][CH2:36][Cl:37])=[C:29]([O:32][CH3:33])[CH:30]=2)[N:25]=[CH:24][N:23]=1.C([O-])([O-])=O.[Cs+].[Cs+]. The catalyst is C1COCC1.C(OCC)(=O)C. The product is [C:1]([C:5]1[O:9][N:8]=[C:7]([NH:10][C:11]([NH:13][C:14]2[CH:19]=[CH:18][CH:17]=[C:16]([O:20][C:22]3[C:31]4[C:26](=[CH:27][C:28]([O:34][CH2:35][CH2:36][Cl:37])=[C:29]([O:32][CH3:33])[CH:30]=4)[N:25]=[CH:24][N:23]=3)[CH:15]=2)=[O:12])[CH:6]=1)([CH3:4])([CH3:2])[CH3:3]. The yield is 0.930. (4) The reactants are [H-].[Na+].[Br:3][C:4]1[CH:5]=[CH:6][C:7]2[C:8]3[CH2:16][N:15]([C:17]([O:19][C:20]([CH3:23])([CH3:22])[CH3:21])=[O:18])[CH2:14][CH2:13][C:9]=3[NH:10][C:11]=2[CH:12]=1.[CH3:24]I. The catalyst is CN(C=O)C. The product is [Br:3][C:4]1[CH:5]=[CH:6][C:7]2[C:8]3[CH2:16][N:15]([C:17]([O:19][C:20]([CH3:23])([CH3:22])[CH3:21])=[O:18])[CH2:14][CH2:13][C:9]=3[N:10]([CH3:24])[C:11]=2[CH:12]=1. The yield is 0.910. (5) The reactants are C([N:3](CC)CC)C.C1C=CC(OP(OC2C=CC=CC=2)(N=[N+]=[N-])=O)=CC=1.C1(C)C=CC=CC=1.[Cl:34][C:35]1[CH:40]=[CH:39][C:38]([S:41]([CH:44]([C:50]2[CH:55]=[C:54]([F:56])[CH:53]=[CH:52][C:51]=2[F:57])[CH2:45][CH2:46]C(O)=O)(=[O:43])=[O:42])=[CH:37][CH:36]=1.[C:58]([O:61][CH2:62][CH3:63])(=[O:60])C.CCCCCC. The product is [Cl:34][C:35]1[CH:36]=[CH:37][C:38]([S:41]([CH:44]([C:50]2[CH:55]=[C:54]([F:56])[CH:53]=[CH:52][C:51]=2[F:57])[CH2:45][CH2:46][NH:3][C:58](=[O:60])[O:61][CH2:62][CH3:63])(=[O:42])=[O:43])=[CH:39][CH:40]=1. The yield is 0.580. The catalyst is ClCCl.CCCCCC.C(O)C. (6) The reactants are [F-].C([N+](CCCC)(CCCC)CCCC)CCC.O1C=[CH:22][CH:21]=[C:20]1[C:24]1[CH:31]=[CH:30][CH:29]=[CH:28][C:25]=1[CH:26]=[O:27].[F:32][C:33]([Si](C)(C)C)([F:35])[F:34].Cl.C1C[O:44][CH2:43]C1. No catalyst specified. The product is [F:32][C:33]([F:35])([F:34])[CH:26]([C:25]1[CH:28]=[CH:29][CH:30]=[CH:31][C:24]=1[C:20]1[CH:21]=[CH:22][O:44][CH:43]=1)[OH:27]. The yield is 0.900.